The task is: Token-level Classification. Given an antigen amino acid sequence, predict which amino acid positions are active epitope sites capable of antibody binding. Output is a list of indices for active positions.. This data is from B-cell epitopes from PDB crystal structures with 447 antigens. (1) Given the antigen sequence: RPFSVLRANDVLWLSLTAAEYDQSTYGSSTGPVYVSDSVTLVNVATGAQAVARSLDWTKVTLDGRPLSTIQQHSKTFFVLPLRGKLSFWEAGTTKAGYPYNYNTTASDQLLVENAAGHRVAISTYTTSLGAGPVSISAVAVLAPP, which amino acid positions are active epitope sites? The epitope positions are: [16, 17, 18, 19, 21, 24, 25, 26, 27, 36, 37, 38, 39, 40, 41, 48, 50, 52, 53, 54... (34 total positions)]. The amino acids at these positions are: TAAEDTYGSDSVTLVQVRSLDWTKFNAAGH.... (2) Given the antigen sequence: NPKRSSDYYNRSTSPWNLHRNEDPERYPSVIWEAKCRHLGCINADGNVDYHMNSVPIQQEILVILVSVGCTCVTPIV, which amino acid positions are active epitope sites? The epitope positions are: [3, 4, 5, 6, 7, 10, 38, 49, 50, 52, 72, 74, 75]. The amino acids at these positions are: RSSDYRLYHNVPI. (3) Given the antigen sequence: EVVLVNVTENFNMWKNDMVEQMHEDICSLWDQSLKPCVKLTPLCVGAGSCNTSVITQACPKVSFEPIPIHYCAPAGFAILKCNNKTFNGTGPCTNVSTVQCTHGIRPVVSSQLLLNGSLAEEEVVIRSVNFTDNAKTIIVQLNTSVEINCTGAGHCNIARAKWNNTLKQIASKLREQFGNNKTIIFKQSSGGDPEIVTHWFNCGGEFFYCNSTQLFNSTWFNGSDTITLPCRIKQIINMWCKVGKAMYAPPISGQIRCSSNITGLLLTRDGGNSNNESEIFRPGGGDMRDNWRSELYKYKVVKIE, which amino acid positions are active epitope sites? The epitope positions are: [36, 37, 39, 53, 55, 56, 57, 231, 233, 234, 235, 246, 249]. The amino acids at these positions are: CVLVTQARKQIMP. (4) Given the antigen sequence: NPKLYFLSTFVVTYILWFTGAYLSFSSTYSGIYMLIMLPGLMAPFIISTILIAKSLKKDFINRLFNLKLINLKTIPVVFLLMPAVILLSILLSIPFGGSISQFQFSGSTDFVPVLFLLLLAATFEELGWRGYAFDSLQSRYSLFKASILFGIFWSLWHFPLIFVNNSYQYEIFNQSIWYGLNFFLSILPMGIIITWMCLKNRKSIILAIIFHFLINLNQELLAITQDTKIIETGVLFLVAAAIILYDKKMFFE, which amino acid positions are active epitope sites? The epitope positions are: [23, 25, 29, 30, 31, 32, 34, 95, 97, 105, 106, 107, 108, 115, 117, 119, 164, 165, 166, 167... (39 total positions)]. The amino acids at these positions are: SSSGIYLFGSGSTFLLNNSYYEFNQSIWYL.... (5) Given the antigen sequence: SETLCGGELVDTLQFVCGDRGFYFSRPASRVSRRSRGIVEECCFRSCDLALLETYCATPA, which amino acid positions are active epitope sites? The epitope positions are: [2, 4, 5, 6, 7, 9, 10, 12, 21, 29, 30, 35, 38, 39, 40, 42, 43, 44, 54]. The amino acids at these positions are: TCGGEVDLFRVRVEECFRY.